From a dataset of Full USPTO retrosynthesis dataset with 1.9M reactions from patents (1976-2016). Predict the reactants needed to synthesize the given product. (1) Given the product [O:17]=[C:13]1[CH2:12][CH2:11][CH2:10][C:9]2[CH:8]=[C:7](/[CH:22]=[CH:21]/[C:20]([O:24][CH3:25])=[O:23])[CH:16]=[CH:15][C:14]1=2, predict the reactants needed to synthesize it. The reactants are: FC(F)(F)S(O[C:7]1[CH:16]=[CH:15][C:14]2[C:13](=[O:17])[CH2:12][CH2:11][CH2:10][C:9]=2[CH:8]=1)(=O)=O.[C:20]([O:24][CH3:25])(=[O:23])[CH:21]=[CH2:22].C1(P(C2C=CC=CC=2)CCCP(C2C=CC=CC=2)C2C=CC=CC=2)C=CC=CC=1.C(N(CC)CC)C. (2) Given the product [I:27][C:7]1[C:6]([C:9]2[S:10][CH:11]=[CH:12][CH:13]=2)=[N:5][N:4]([CH2:1][CH2:2][CH3:3])[CH:8]=1, predict the reactants needed to synthesize it. The reactants are: [CH2:1]([N:4]1[CH:8]=[CH:7][C:6]([C:9]2[S:10][CH:11]=[CH:12][CH:13]=2)=[N:5]1)[CH2:2][CH3:3].C(N1C(C2SC=CC=2)=CC=N1)CC.[I:27]N1C(=O)CCC1=O.S([O-])([O-])(=O)=S.[Na+].[Na+].C(=O)([O-])[O-].[Na+].[Na+]. (3) Given the product [ClH:35].[ClH:35].[N:1]1[CH:6]=[CH:5][CH:4]=[CH:3][C:2]=1[N:7]([CH2:30][C:31]([O:33][CH3:34])=[O:32])[C:8]([C:10]1[CH:29]=[CH:28][C:13]2[N:14]([CH3:27])[C:15]([CH2:17][NH:18][C:19]3[CH:24]=[CH:23][C:22]([C:25](=[NH:42])[NH2:26])=[CH:21][CH:20]=3)=[N:16][C:12]=2[CH:11]=1)=[O:9], predict the reactants needed to synthesize it. The reactants are: [N:1]1[CH:6]=[CH:5][CH:4]=[CH:3][C:2]=1[N:7]([CH2:30][C:31]([O:33][CH3:34])=[O:32])[C:8]([C:10]1[CH:29]=[CH:28][C:13]2[N:14]([CH3:27])[C:15]([CH2:17][NH:18][C:19]3[CH:24]=[CH:23][C:22]([C:25]#[N:26])=[CH:21][CH:20]=3)=[N:16][C:12]=2[CH:11]=1)=[O:9].[ClH:35].CO.C(=O)([O-])[O-].[NH4+:42].[NH4+]. (4) Given the product [CH2:1]([N:3]1[CH2:8][CH2:7][CH2:6][CH2:5][C@H:4]1[C:9]([N:22]1[CH2:23][CH2:24][CH:19]([C:17](=[O:18])[C:16]2[CH:15]=[CH:14][C:13]([F:12])=[CH:26][CH:25]=2)[CH2:20][CH2:21]1)=[O:11])[CH3:2], predict the reactants needed to synthesize it. The reactants are: [CH2:1]([N:3]1[CH2:8][CH2:7][CH2:6][CH2:5][C@H:4]1[C:9]([OH:11])=O)[CH3:2].[F:12][C:13]1[CH:26]=[CH:25][C:16]([C:17]([CH:19]2[CH2:24][CH2:23][NH:22][CH2:21][CH2:20]2)=[O:18])=[CH:15][CH:14]=1.